Dataset: Forward reaction prediction with 1.9M reactions from USPTO patents (1976-2016). Task: Predict the product of the given reaction. (1) Given the reactants [CH2:1]([O:3][C:4]([C:6]1[CH:7]=[N:8][C:9]([N:12]([CH2:14][C:15]2[S:23][C:22]3[C:21]([N:24]4[CH2:29][CH2:28][O:27][CH2:26][CH2:25]4)=[N:20][C:19]([C:30]4[CH:35]=[CH:34][CH:33]=[C:32]([O:36][CH2:37][CH2:38][O:39][Si](C(C)(C)C)(C)C)[CH:31]=4)=[N:18][C:17]=3[CH:16]=2)[CH3:13])=[N:10][CH:11]=1)=[O:5])[CH3:2].C1COCC1.[F-].C([N+](CCCC)(CCCC)CCCC)CCC, predict the reaction product. The product is: [CH2:1]([O:3][C:4]([C:6]1[CH:7]=[N:8][C:9]([N:12]([CH2:14][C:15]2[S:23][C:22]3[C:21]([N:24]4[CH2:29][CH2:28][O:27][CH2:26][CH2:25]4)=[N:20][C:19]([C:30]4[CH:35]=[CH:34][CH:33]=[C:32]([O:36][CH2:37][CH2:38][OH:39])[CH:31]=4)=[N:18][C:17]=3[CH:16]=2)[CH3:13])=[N:10][CH:11]=1)=[O:5])[CH3:2]. (2) Given the reactants [Cl:1][C:2]1[CH:3]=[C:4]([C:12]2[O:16][N:15]=[C:14]([C:17]3[CH:26]=[CH:25][CH:24]=[C:23]4[C:18]=3[CH:19]=[CH:20][N+:21]([O-])=[CH:22]4)[N:13]=2)[CH:5]=[CH:6][C:7]=1[O:8][CH:9]([CH3:11])[CH3:10].Cl[C:29]1C=CC2C(=CC=CC=2)N=1.[C:39]([O:42][CH2:43][CH3:44])(=[O:41])[CH3:40], predict the reaction product. The product is: [Cl:1][C:2]1[CH:3]=[C:4]([C:12]2[O:16][N:15]=[C:14]([C:17]3[CH:26]=[CH:25][CH:24]=[C:23]4[C:18]=3[CH:19]=[CH:20][N:21]=[C:22]4[CH2:29][CH2:40][C:39]([O:42][CH2:43][CH3:44])=[O:41])[N:13]=2)[CH:5]=[CH:6][C:7]=1[O:8][CH:9]([CH3:10])[CH3:11]. (3) Given the reactants [F:1][C:2]1[CH:7]=[CH:6][C:5](/[CH:8]=[CH:9]/[C:10]2[C:18]3[C:13](=[CH:14][CH:15]=[C:16]([C:21](O)=[O:22])[C:17]=3[O:19][CH3:20])[NH:12][N:11]=2)=[CH:4][CH:3]=1.[NH2:24][CH2:25][CH:26]([OH:34])[CH2:27][N:28]1[CH2:33][CH2:32][O:31][CH2:30][CH2:29]1, predict the reaction product. The product is: [OH:34][CH:26]([CH2:27][N:28]1[CH2:33][CH2:32][O:31][CH2:30][CH2:29]1)[CH2:25][NH:24][C:21]([C:16]1[C:17]([O:19][CH3:20])=[C:18]2[C:13](=[CH:14][CH:15]=1)[NH:12][N:11]=[C:10]2/[CH:9]=[CH:8]/[C:5]1[CH:4]=[CH:3][C:2]([F:1])=[CH:7][CH:6]=1)=[O:22].